Dataset: Reaction yield outcomes from USPTO patents with 853,638 reactions. Task: Predict the reaction yield, written as a fraction of the theoretical maximum amount of product (1.0 means a 100% yield; for example, 0.34 means a 34% yield). (1) The reactants are [NH:1]([C:17]([O:19][C:20]([CH3:23])([CH3:22])[CH3:21])=[O:18])[NH:2][C:3]([O:5][CH2:6][CH2:7][C:8]1[CH:13]=[CH:12][C:11]([N+:14]([O-])=O)=[CH:10][CH:9]=1)=[O:4]. The catalyst is C(OCC)(=O)C.[C].[Pd]. The product is [NH:2]([C:3]([O:5][CH2:6][CH2:7][C:8]1[CH:13]=[CH:12][C:11]([NH2:14])=[CH:10][CH:9]=1)=[O:4])[NH:1][C:17]([O:19][C:20]([CH3:22])([CH3:23])[CH3:21])=[O:18]. The yield is 0.588. (2) The reactants are [Br:1][C:2]1[C:6]2[C:7](=O)[NH:8][CH:9]=[CH:10][C:5]=2[S:4][CH:3]=1.P(Cl)(Cl)([Cl:14])=O. No catalyst specified. The product is [Br:1][C:2]1[C:6]2[C:7]([Cl:14])=[N:8][CH:9]=[CH:10][C:5]=2[S:4][CH:3]=1. The yield is 0.320. (3) The reactants are [Cl:1][C:2]1[CH:3]=[C:4]([NH:26][CH:27](SC)[NH:28][C:29]#[N:30])[CH:5]=[C:6]([C:22]([F:25])([F:24])[F:23])[C:7]=1[C:8]1[CH:21]=[CH:20][C:11]2[O:12][CH2:13][CH2:14][N:15]([S:16]([CH3:19])(=[O:18])=[O:17])[C:10]=2[CH:9]=1.[NH2:33][NH2:34]. The catalyst is C(O)C. The product is [Cl:1][C:2]1[CH:3]=[C:4]([NH:26][C:27]2[N:28]=[C:29]([NH2:30])[NH:34][N:33]=2)[CH:5]=[C:6]([C:22]([F:25])([F:24])[F:23])[C:7]=1[C:8]1[CH:21]=[CH:20][C:11]2[O:12][CH2:13][CH2:14][N:15]([S:16]([CH3:19])(=[O:17])=[O:18])[C:10]=2[CH:9]=1. The yield is 0.740. (4) The reactants are [Cl:1][C:2]1[CH:7]=[CH:6][C:5]([C:8]2[CH:17]=[N:16][CH:15]=[C:14]3[C:9]=2[CH:10]=[C:11]([C:18]([OH:20])=O)[CH:12]=[N:13]3)=[CH:4][CH:3]=1.C(Cl)(=O)C(Cl)=O.[CH:27]1([CH2:30][NH2:31])[CH2:29][CH2:28]1.C(N(CC)CC)C. The product is [Cl:1][C:2]1[CH:3]=[CH:4][C:5]([C:8]2[CH:17]=[N:16][CH:15]=[C:14]3[C:9]=2[CH:10]=[C:11]([C:18]([NH:31][CH2:30][CH:27]2[CH2:29][CH2:28]2)=[O:20])[CH:12]=[N:13]3)=[CH:6][CH:7]=1. The yield is 0.940. The catalyst is ClCCl.CN(C)C=O.